From a dataset of Catalyst prediction with 721,799 reactions and 888 catalyst types from USPTO. Predict which catalyst facilitates the given reaction. (1) Reactant: [NH2:1][C:2]1[N:6]([CH2:7][CH2:8][OH:9])[N:5]=[CH:4][C:3]=1[C:10]#[N:11].[C:12]1([C:18](Cl)([C:25]2[CH:30]=[CH:29][CH:28]=[CH:27][CH:26]=2)[C:19]2[CH:24]=[CH:23][CH:22]=[CH:21][CH:20]=2)[CH:17]=[CH:16][CH:15]=[CH:14][CH:13]=1. Product: [NH2:1][C:2]1[N:6]([CH2:7][CH2:8][O:9][C:18]([C:12]2[CH:17]=[CH:16][CH:15]=[CH:14][CH:13]=2)([C:25]2[CH:26]=[CH:27][CH:28]=[CH:29][CH:30]=2)[C:19]2[CH:20]=[CH:21][CH:22]=[CH:23][CH:24]=2)[N:5]=[CH:4][C:3]=1[C:10]#[N:11]. The catalyst class is: 17. (2) Reactant: ICO[C:4]1[CH:5]=[C:6]([CH:10]=[CH:11][CH:12]=1)[C:7]([OH:9])=[O:8].[CH3:13][N:14]([CH3:18])[CH2:15][C:16]#[CH:17].C(N(CC)CC)C.CN([CH:29]=[O:30])C. Product: [CH3:13][N:14]([CH3:18])[CH2:15][C:16]#[C:17][C:4]1[CH:5]=[C:6]([CH:10]=[CH:11][C:12]=1[O:30][CH3:29])[C:7]([OH:9])=[O:8]. The catalyst class is: 724. (3) Reactant: [Br:1][C:2]1[CH:3]=[N:4][NH:5][CH:6]=1.Cl.C(OCN1C2N=CN=C(C3C=NN([CH:30]([O:32][CH2:33][CH3:34])[CH3:31])C=3)C=2C=C1)(=O)C(C)(C)C. Product: [Br:1][C:2]1[CH:3]=[N:4][N:5]([CH2:31][CH2:30][O:32][CH2:33][CH3:34])[CH:6]=1. The catalyst class is: 135. (4) Reactant: [CH3:1][S:2][C:3]1[C:4]2[CH:11]=[C:10]([CH:12]=O)[S:9][C:5]=2[N:6]=[CH:7][N:8]=1.[CH3:14][NH2:15].[O-]S([O-])(=O)=O.[Mg+2]. Product: [CH3:1][S:2][C:3]1[C:4]2[CH:11]=[C:10]([CH:12]=[N:15][CH3:14])[S:9][C:5]=2[N:6]=[CH:7][N:8]=1. The catalyst class is: 2.